Dataset: Catalyst prediction with 721,799 reactions and 888 catalyst types from USPTO. Task: Predict which catalyst facilitates the given reaction. Reactant: [CH2:1]([O:3][C:4](=[O:9])/[CH:5]=[CH:6]/[CH:7]=[O:8])[CH3:2].[N+](C1C=CC=CC=1C(O)=O)([O-])=O.N1CCCC1.[OH:27][C:28]1[C:35]([O:36][CH3:37])=[CH:34][CH:33]=[C:32]([O:38][CH3:39])[C:29]=1[CH:30]=O. Product: [CH2:1]([O:3][C:4]([CH:5]1[C:6]([CH:7]=[O:8])=[CH:30][C:29]2[C:28](=[C:35]([O:36][CH3:37])[CH:34]=[CH:33][C:32]=2[O:38][CH3:39])[O:27]1)=[O:9])[CH3:2]. The catalyst class is: 16.